From a dataset of Full USPTO retrosynthesis dataset with 1.9M reactions from patents (1976-2016). Predict the reactants needed to synthesize the given product. (1) Given the product [Cl:1][C:2]1[CH:3]=[CH:4][C:5]([C:8]2[C:9](=[O:11])[O:10][CH2:18][C:17]=2[C:16]2[CH:21]=[CH:22][C:13]([Cl:12])=[CH:14][CH:15]=2)=[CH:6][CH:7]=1, predict the reactants needed to synthesize it. The reactants are: [Cl:1][C:2]1[CH:7]=[CH:6][C:5]([CH2:8][C:9]([OH:11])=[O:10])=[CH:4][CH:3]=1.[Cl:12][C:13]1[CH:22]=[CH:21][C:16]([C:17](=O)[CH2:18]Br)=[CH:15][CH:14]=1.C(=O)([O-])[O-].[K+].[K+].C1(C)C=CC=CC=1. (2) Given the product [Cl:18][C:19]1[CH:24]=[CH:23][C:22]([S:25]([NH:1][C@H:2]([C:10]([OH:12])=[O:11])[CH2:3][C:4]2[CH:9]=[CH:8][CH:7]=[CH:6][CH:5]=2)(=[O:27])=[O:26])=[CH:21][CH:20]=1, predict the reactants needed to synthesize it. The reactants are: [NH2:1][C@@H:2]([C:10]([OH:12])=[O:11])[CH2:3][C:4]1[CH:9]=[CH:8][CH:7]=[CH:6][CH:5]=1.C([O-])(O)=O.[Na+].[Cl:18][C:19]1[CH:24]=[CH:23][C:22]([S:25](Cl)(=[O:27])=[O:26])=[CH:21][CH:20]=1. (3) Given the product [CH2:10]([O:12][C:13]([C:14]1[C:15](=[O:16])[O:9][C:3]2[C:4]([C:20]=1[OH:21])=[CH:5][CH:6]=[C:7]([CH3:8])[C:2]=2[CH3:1])=[O:25])[CH3:11], predict the reactants needed to synthesize it. The reactants are: [CH3:1][C:2]1[C:7]([CH3:8])=[CH:6][CH:5]=[CH:4][C:3]=1[OH:9].[CH2:10]([O:12][C:13](=[O:25])[CH:14]([C:20](OCC)=[O:21])[C:15](OCC)=[O:16])[CH3:11].[Sn](Cl)(Cl)(Cl)Cl. (4) Given the product [NH2:24][C:25]1[N:30]([CH3:31])[C:29](=[O:32])[C:28]([CH3:34])([CH3:33])[C@:27]([C:36]2[CH:41]=[C:40]([NH:44][C:45]3[CH:52]=[CH:51][C:48]([C:49]#[N:50])=[CH:47][C:46]=3[Cl:53])[CH:39]=[CH:38][C:37]=2[F:43])([CH3:35])[N:26]=1, predict the reactants needed to synthesize it. The reactants are: COC1C=CC(C([NH:24][C:25]2[N:30]([CH3:31])[C:29](=[O:32])[C:28]([CH3:34])([CH3:33])[C@:27]([C:36]3[CH:41]=[C:40](Br)[CH:39]=[CH:38][C:37]=3[F:43])([CH3:35])[N:26]=2)(C2C=CC(OC)=CC=2)C2C=CC=CC=2)=CC=1.[NH2:44][C:45]1[CH:52]=[CH:51][C:48]([C:49]#[N:50])=[CH:47][C:46]=1[Cl:53].